Dataset: Catalyst prediction with 721,799 reactions and 888 catalyst types from USPTO. Task: Predict which catalyst facilitates the given reaction. (1) Reactant: FC(F)(F)C(O)=[O:4].[CH2:8]([N:15]1[CH:20]2[CH2:21][CH2:22][CH:16]1[CH:17]=[C:18]([C:23]1[C:24]([O:31]C(C)(C)C)=[C:25]([CH:28]=[CH:29][CH:30]=1)[C:26]#[N:27])[CH2:19]2)[C:9]1[CH:14]=[CH:13][CH:12]=[CH:11][CH:10]=1. Product: [CH2:8]([N:15]1[CH:20]2[CH2:21][CH2:22][CH:16]1[CH:17]=[C:18]([C:23]1[C:24]([OH:31])=[C:25]([CH:28]=[CH:29][CH:30]=1)[C:26]([NH2:27])=[O:4])[CH2:19]2)[C:9]1[CH:14]=[CH:13][CH:12]=[CH:11][CH:10]=1. The catalyst class is: 65. (2) Reactant: [Br:1][C:2]1[CH:3]=[C:4]([C:8]2([CH3:26])[N:13](CC3C=CC(OC)=CC=3)[C:12](=[NH:23])[N:11]([CH3:24])[C:10](=[O:25])[CH2:9]2)[CH:5]=[CH:6][CH:7]=1.O.[N+]([O-])([O-])=O.[Ce].[NH4+].C(=O)(O)[O-].[Na+]. Product: [NH2:23][C:12]1[N:11]([CH3:24])[C:10](=[O:25])[CH2:9][C:8]([C:4]2[CH:5]=[CH:6][CH:7]=[C:2]([Br:1])[CH:3]=2)([CH3:26])[N:13]=1. The catalyst class is: 10.